From a dataset of Full USPTO retrosynthesis dataset with 1.9M reactions from patents (1976-2016). Predict the reactants needed to synthesize the given product. (1) The reactants are: [NH2:1][C:2]1[N:21]=[C:20]2[CH:22]=[C:4]([C:5]3[CH:28]=[C:9]([C:10](=[O:27])[NH:11][C@H:12]([C:24](O)=[O:25])[CH2:13][CH2:14][NH:15][C:16](=[O:23])[CH2:17][CH2:18][S:19]2)[C:8]([CH3:29])=[CH:7][C:6]=3[CH3:30])[N:3]=1.C(OC(Cl)=O)C(C)C.CN1CCOCC1.[BH4-].[Na+]. Given the product [NH2:1][C:2]1[N:21]=[C:20]2[CH:22]=[C:4]([C:5]3[CH:28]=[C:9]([C:10](=[O:27])[NH:11][C@H:12]([CH2:24][OH:25])[CH2:13][CH2:14][NH:15][C:16](=[O:23])[CH2:17][CH2:18][S:19]2)[C:8]([CH3:29])=[CH:7][C:6]=3[CH3:30])[N:3]=1, predict the reactants needed to synthesize it. (2) Given the product [BrH:1].[F:15][C:10]1[CH:9]=[C:8]2[C:13]([CH:14]=[C:5]([C:3]3[N:25]=[C:20]4[C:19]([S:18][CH3:17])=[N:24][CH:23]=[CH:22][N:21]4[CH:2]=3)[C:6](=[O:16])[O:7]2)=[CH:12][CH:11]=1, predict the reactants needed to synthesize it. The reactants are: [Br:1][CH2:2][C:3]([C:5]1[C:6](=[O:16])[O:7][C:8]2[C:13]([CH:14]=1)=[CH:12][CH:11]=[C:10]([F:15])[CH:9]=2)=O.[CH3:17][S:18][C:19]1[C:20]([NH2:25])=[N:21][CH:22]=[CH:23][N:24]=1. (3) Given the product [CH3:32][N:33]([CH3:37])[CH2:34][CH2:35][O:27][C:23]1[CH:24]=[CH:25][CH:26]=[C:21]([N:20]2[C:16]([C:14]3[S:15][C:11]([C:7]4[CH:8]=[CH:9][CH:10]=[C:5]([S:2]([CH3:1])(=[O:4])=[O:3])[CH:6]=4)=[CH:12][CH:13]=3)=[CH:17][C:18]([C:28]([F:31])([F:29])[F:30])=[N:19]2)[CH:22]=1, predict the reactants needed to synthesize it. The reactants are: [CH3:1][S:2]([C:5]1[CH:6]=[C:7]([C:11]2[S:15][C:14]([C:16]3[N:20]([C:21]4[CH:22]=[C:23]([OH:27])[CH:24]=[CH:25][CH:26]=4)[N:19]=[C:18]([C:28]([F:31])([F:30])[F:29])[CH:17]=3)=[CH:13][CH:12]=2)[CH:8]=[CH:9][CH:10]=1)(=[O:4])=[O:3].[CH3:32][N:33]([CH3:37])[CH2:34][CH2:35]O.C1(P(C2C=CC=CC=2)C2C=CC=CC=2)C=CC=CC=1.N(C(OC(C)C)=O)=NC(OC(C)C)=O.